From a dataset of Forward reaction prediction with 1.9M reactions from USPTO patents (1976-2016). Predict the product of the given reaction. (1) The product is: [C:9]([C:8]1[CH:11]=[CH:12][C:5]([C:3](=[O:4])[CH2:2][N:13]2[CH2:14][CH:15]([C:17]([O:19][C:20]([CH3:23])([CH3:22])[CH3:21])=[O:18])[CH2:16]2)=[CH:6][CH:7]=1)#[N:10]. Given the reactants Br[CH2:2][C:3]([C:5]1[CH:12]=[CH:11][C:8]([C:9]#[N:10])=[CH:7][CH:6]=1)=[O:4].[NH:13]1[CH2:16][CH:15]([C:17]([O:19][C:20]([CH3:23])([CH3:22])[CH3:21])=[O:18])[CH2:14]1, predict the reaction product. (2) Given the reactants Br[C:2]1[CH:7]=[CH:6][C:5]([N:8]2[C:16]([C:17]([NH:19][CH3:20])=[O:18])=[C:15]3[C:10]([CH:11]=[C:12]([N:24]([CH2:29][CH2:30][CH2:31][OH:32])[S:25]([CH3:28])(=[O:27])=[O:26])[C:13]([CH:21]4[CH2:23][CH2:22]4)=[CH:14]3)=[N:9]2)=[CH:4][CH:3]=1.[CH:33]1(B(O)O)[CH2:35][CH2:34]1.P([O-])([O-])([O-])=O.[K+].[K+].[K+].C1(P(C2CCCCC2)C2CCCCC2)CCCCC1, predict the reaction product. The product is: [CH:21]1([C:13]2[C:12]([N:24]([CH2:29][CH2:30][CH2:31][OH:32])[S:25]([CH3:28])(=[O:26])=[O:27])=[CH:11][C:10]3[C:15](=[C:16]([C:17]([NH:19][CH3:20])=[O:18])[N:8]([C:5]4[CH:4]=[CH:3][C:2]([CH:33]5[CH2:35][CH2:34]5)=[CH:7][CH:6]=4)[N:9]=3)[CH:14]=2)[CH2:23][CH2:22]1.